Task: Predict the product of the given reaction.. Dataset: Forward reaction prediction with 1.9M reactions from USPTO patents (1976-2016) (1) Given the reactants [CH:1]1([N:6]2[CH2:12][C:11]3([CH2:14][CH2:13]3)[C:10](=[O:15])[N:9]([CH3:16])[C:8]3[CH:17]=[N:18][C:19]([NH:21][C:22]4[CH:30]=[CH:29][C:25]([C:26](O)=[O:27])=[CH:24][C:23]=4[O:31][CH3:32])=[N:20][C:7]2=3)[CH2:5][CH2:4][CH2:3][CH2:2]1.CCN(C(C)C)C(C)C.CN(C(ON1N=NC2C=CC=CC1=2)=[N+](C)C)C.[B-](F)(F)(F)F.Cl.Cl.[NH2:66][C@@H:67]1[CH:72]2[CH2:73][CH2:74][N:69]([CH2:70][CH2:71]2)[CH2:68]1, predict the reaction product. The product is: [CH:1]1([N:6]2[CH2:12][C:11]3([CH2:13][CH2:14]3)[C:10](=[O:15])[N:9]([CH3:16])[C:8]3[CH:17]=[N:18][C:19]([NH:21][C:22]4[CH:30]=[CH:29][C:25]([C:26]([NH:66][C@@H:67]5[CH:72]6[CH2:73][CH2:74][N:69]([CH2:70][CH2:71]6)[CH2:68]5)=[O:27])=[CH:24][C:23]=4[O:31][CH3:32])=[N:20][C:7]2=3)[CH2:5][CH2:4][CH2:3][CH2:2]1. (2) Given the reactants [C:1]([O:4][CH:5]1[CH2:9][CH2:8][C:7]([CH:25]([O:27][C:28](=[O:30])[CH3:29])[CH3:26])([C:10]([NH:12][CH2:13][C:14]2[CH:19]=[C:18]([C:20]([F:23])([F:22])[F:21])[CH:17]=[CH:16][C:15]=2[OH:24])=[O:11])[CH2:6]1)(=[O:3])[CH3:2].C=O.S(O)([C:36]1C=CC(C)=CC=1)(=O)=O.O, predict the reaction product. The product is: [C:1]([O:4][CH:5]1[CH2:9][CH2:8][C:7]([CH:25]([O:27][C:28](=[O:30])[CH3:29])[CH3:26])([C:10]([N:12]2[CH2:13][C:14]3[CH:19]=[C:18]([C:20]([F:22])([F:21])[F:23])[CH:17]=[CH:16][C:15]=3[O:24][CH2:36]2)=[O:11])[CH2:6]1)(=[O:3])[CH3:2]. (3) Given the reactants [CH3:1][C:2]1[CH:7]=[C:6]([NH:8][CH3:9])[CH:5]=[C:4]([CH3:10])[C:3]=1[CH2:11][CH2:12][S:13]([N:16]1[CH2:32][CH2:31][C:19]2([N:23]=[C:22]([CH2:24][CH2:25][CH2:26][CH2:27][CH:28]=[CH2:29])[NH:21][C:20]2=[O:30])[CH2:18][CH2:17]1)(=[O:15])=[O:14].[C:33](Cl)(=[O:43])[CH2:34][CH2:35][CH2:36][CH2:37][CH2:38][CH2:39][CH2:40][CH:41]=[CH2:42].C(Cl)(=O)C(Cl)=O.C(N(CC)CC)C.[Cl-].[NH4+], predict the reaction product. The product is: [CH2:24]([C:22]1[NH:21][C:20](=[O:30])[C:19]2([CH2:18][CH2:17][N:16]([S:13]([CH2:12][CH2:11][C:3]3[C:4]([CH3:10])=[CH:5][C:6]([N:8]([CH3:9])[C:33](=[O:43])[CH2:34][CH2:35][CH2:36][CH2:37][CH2:38][CH2:39][CH2:40][CH:41]=[CH2:42])=[CH:7][C:2]=3[CH3:1])(=[O:15])=[O:14])[CH2:32][CH2:31]2)[N:23]=1)[CH2:25][CH2:26][CH2:27][CH:28]=[CH2:29]. (4) Given the reactants [S:1]1[CH:5]=[CH:4][C:3]([CH:6]=O)=[CH:2]1.[CH3:8][O:9][CH2:10][CH2:11][NH2:12].[C:13]1(=[O:24])[O:19][C:17](=O)[C:16]2=[CH:20][CH:21]=[CH:22][CH:23]=[C:15]2[CH2:14]1.[CH3:25][O:26][C:27]1[CH:28]=[C:29]([CH:31]=[CH:32][CH:33]=1)[NH2:30], predict the reaction product. The product is: [CH3:8][O:9][CH2:10][CH2:11][N:12]1[CH:6]([C:3]2[CH:4]=[CH:5][S:1][CH:2]=2)[CH:14]([C:13]([NH:30][C:29]2[CH:31]=[CH:32][CH:33]=[C:27]([O:26][CH3:25])[CH:28]=2)=[O:24])[C:15]2[C:16](=[CH:20][CH:21]=[CH:22][CH:23]=2)[C:17]1=[O:19].